This data is from Full USPTO retrosynthesis dataset with 1.9M reactions from patents (1976-2016). The task is: Predict the reactants needed to synthesize the given product. Given the product [CH:11]([N:4]([C:5]1[CH:10]=[CH:9][CH:8]=[CH:7][CH:6]=1)[CH2:3][CH2:2][O:21][C:20]1[CH:27]=[CH:26][C:24]([OH:25])=[CH:23][CH:22]=1)([CH3:13])[CH3:12], predict the reactants needed to synthesize it. The reactants are: Cl[CH2:2][CH2:3][N:4]([CH:11]([CH3:13])[CH3:12])[C:5]1[CH:10]=[CH:9][CH:8]=[CH:7][CH:6]=1.C([O-])([O-])=O.[K+].[K+].[C:20]1([CH:27]=[CH:26][C:24]([OH:25])=[CH:23][CH:22]=1)[OH:21].